From a dataset of Full USPTO retrosynthesis dataset with 1.9M reactions from patents (1976-2016). Predict the reactants needed to synthesize the given product. (1) Given the product [CH:22]1[C:27]([C:28]2[O:38][C:37]3[CH:36]=[C:35]([OH:39])[CH:34]=[C:33]([OH:40])[C:32]=3[C:30](=[O:31])[C:29]=2[OH:41])=[CH:26][C:25]([OH:42])=[C:24]([OH:43])[CH:23]=1, predict the reactants needed to synthesize it. The reactants are: C1C([C@H]2OC3C=C(O)C=C(O)C=3C(=O)C2)=CC(O)=C(O)C=1.[CH:22]1[C:27]([CH:28]2[O:38][C:37]3[C:32](=[C:33]([OH:40])[CH:34]=[C:35]([OH:39])[CH:36]=3)[C:30](=[O:31])[CH:29]2[OH:41])=[CH:26][C:25]([OH:42])=[C:24]([OH:43])[CH:23]=1. (2) Given the product [CH3:1][O:2][C:3](=[O:32])[CH2:4][CH2:5][CH2:6][CH2:7][CH2:8][O:9][C:10]1[CH:11]=[CH:12][C:13]([NH:16][C:17](=[O:31])[CH2:18][CH2:19][CH2:20][CH2:21][CH2:22][OH:23])=[CH:14][CH:15]=1, predict the reactants needed to synthesize it. The reactants are: [CH3:1][O:2][C:3](=[O:32])[CH2:4][CH2:5][CH2:6][CH2:7][CH2:8][O:9][C:10]1[CH:15]=[CH:14][C:13]([NH:16][C:17](=[O:31])[CH2:18][CH2:19][CH2:20][CH2:21][CH2:22][O:23]CC2C=CC=CC=2)=[CH:12][CH:11]=1. (3) The reactants are: C(OC([N:8]1[CH2:13][CH2:12][N:11]([CH:14]2[CH2:19][CH2:18][N:17]([C:20](=[O:62])[NH:21][C:22]3[C:27]([Cl:28])=[CH:26][C:25]([C:29]4[CH:34]=[CH:33][C:32]([C:35]5[N:36]=[C:37]([C@@H:40]6[CH2:44][C@H:43]([CH3:45])[CH2:42][N:41]6[C:46](=[O:56])[C@@H:47]([NH:51][C:52]([O:54][CH3:55])=[O:53])[CH:48]([CH3:50])[CH3:49])[NH:38][CH:39]=5)=[CH:31][CH:30]=4)=[C:24]([O:57][C:58]([F:61])([F:60])[F:59])[CH:23]=3)[CH2:16][CH2:15]2)[C@@H:10]([CH3:63])[CH2:9]1)=O)(C)(C)C. Given the product [CH3:55][O:54][C:52](=[O:53])[NH:51][C@H:47]([C:46]([N:41]1[CH2:42][C@@H:43]([CH3:45])[CH2:44][C@H:40]1[C:37]1[NH:38][CH:39]=[C:35]([C:32]2[CH:31]=[CH:30][C:29]([C:25]3[CH:26]=[C:27]([Cl:28])[C:22]([NH:21][C:20]([N:17]4[CH2:18][CH2:19][CH:14]([N:11]5[CH2:12][CH2:13][NH:8][CH2:9][C@@H:10]5[CH3:63])[CH2:15][CH2:16]4)=[O:62])=[CH:23][C:24]=3[O:57][C:58]([F:61])([F:60])[F:59])=[CH:34][CH:33]=2)[N:36]=1)=[O:56])[CH:48]([CH3:49])[CH3:50], predict the reactants needed to synthesize it. (4) Given the product [CH3:1][O:2][C:3](=[O:29])[NH:4][C@H:5]([C:9]([N:11]1[CH2:15][C@@H:14]([CH3:16])[CH2:13][C@H:12]1[C:17]1[NH:18][CH:19]=[C:20]([C:22]2[CH:27]=[CH:26][C:25]([B:33]3[O:34][C:35]([CH3:37])([CH3:36])[C:31]([CH3:47])([CH3:30])[O:32]3)=[CH:24][CH:23]=2)[N:21]=1)=[O:10])[CH:6]([CH3:8])[CH3:7], predict the reactants needed to synthesize it. The reactants are: [CH3:1][O:2][C:3](=[O:29])[NH:4][C@H:5]([C:9]([N:11]1[CH2:15][C@@H:14]([CH3:16])[CH2:13][C@H:12]1[C:17]1[NH:18][CH:19]=[C:20]([C:22]2[CH:27]=[CH:26][C:25](Br)=[CH:24][CH:23]=2)[N:21]=1)=[O:10])[CH:6]([CH3:8])[CH3:7].[CH3:30][C:31]1([CH3:47])[C:35]([CH3:37])([CH3:36])[O:34][B:33]([B:33]2[O:34][C:35]([CH3:37])([CH3:36])[C:31]([CH3:47])([CH3:30])[O:32]2)[O:32]1.C([O-])(=O)C.[K+].C(Cl)Cl. (5) Given the product [Br:11][C:8]1[C:9]([CH3:10])=[C:5]([C:3]([OH:4])=[O:2])[S:6][C:7]=1[O:12][CH2:13][CH2:14][CH3:15], predict the reactants needed to synthesize it. The reactants are: C[O:2][C:3]([C:5]1[S:6][C:7]([O:12][CH2:13][CH2:14][CH3:15])=[C:8]([Br:11])[C:9]=1[CH3:10])=[O:4].[Li+].[OH-].O. (6) Given the product [CH3:14][O:13][C:12]1[C:7]([NH:38][C:39]2[S:40][C:41]([C:44]#[N:45])=[CH:42][N:43]=2)=[N:8][C:9]([N:24]2[CH2:28][CH2:27][CH2:26][C@H:25]2[C:29]2[CH:30]=[CH:31][C:32]([CH3:35])=[CH:33][CH:34]=2)=[N:10][C:11]=1[C:15]1[CH:16]=[N:17][N:18]([CH2:20][CH2:21][O:22][CH3:23])[CH:19]=1, predict the reactants needed to synthesize it. The reactants are: FC(F)(F)S(O[C:7]1[C:12]([O:13][CH3:14])=[C:11]([C:15]2[CH:16]=[N:17][N:18]([CH2:20][CH2:21][O:22][CH3:23])[CH:19]=2)[N:10]=[C:9]([N:24]2[CH2:28][CH2:27][CH2:26][C@H:25]2[C:29]2[CH:34]=[CH:33][C:32]([CH3:35])=[CH:31][CH:30]=2)[N:8]=1)(=O)=O.[NH2:38][C:39]1[S:40][C:41]([C:44]#[N:45])=[CH:42][N:43]=1.CC(C1C=C(C(C)C)C(C2C(P(C(C)(C)C)C(C)(C)C)=CC=CC=2)=C(C(C)C)C=1)C.P([O-])([O-])([O-])=O.[K+].[K+].[K+]. (7) Given the product [CH:1]1[C:11]2[CH2:10][C:9]3([CH2:15][CH2:14][CH:13]([N:16]4[CH2:21][CH2:20][CH2:19][C@@H:18]([C:22]([OH:24])=[O:23])[CH2:17]4)[CH2:12]3)[C:8]3[CH:27]=[CH:28][CH:29]=[CH:30][C:7]=3[O:6][C:5]=2[CH:4]=[CH:3][CH:2]=1, predict the reactants needed to synthesize it. The reactants are: [CH:1]1[C:11]2[CH2:10][C:9]3([CH2:15][CH2:14][CH:13]([N:16]4[CH2:21][CH2:20][CH2:19][C@@H:18]([C:22]([O:24]CC)=[O:23])[CH2:17]4)[CH2:12]3)[C:8]3[CH:27]=[CH:28][CH:29]=[CH:30][C:7]=3[O:6][C:5]=2[CH:4]=[CH:3][CH:2]=1.[OH-].[K+]. (8) Given the product [F:10][C:8]1[CH:9]=[C:2]([C:13]2[CH:14]=[C:15]([N+:18]([O-:20])=[O:19])[CH:16]=[CH:17][C:12]=2[F:11])[C:3]([C:4]#[N:5])=[CH:6][CH:7]=1, predict the reactants needed to synthesize it. The reactants are: Br[C:2]1[CH:9]=[C:8]([F:10])[CH:7]=[CH:6][C:3]=1[C:4]#[N:5].[F:11][C:12]1[CH:17]=[CH:16][C:15]([N+:18]([O-:20])=[O:19])=[CH:14][C:13]=1B1OC(C)(C)C(C)(C)O1. (9) Given the product [OH:24][C:23]1[CH:22]=[C:31]([CH:18]=[CH:17][C:16]=1[C:3]1[C:2]([CH3:1])=[CH:11][C:10]2[C:9]([CH3:13])([CH3:12])[CH2:8][CH2:7][C:6]([CH3:15])([CH3:14])[C:5]=2[CH:4]=1)[CH:32]=[O:34], predict the reactants needed to synthesize it. The reactants are: [CH3:1][C:2]1[C:3]([C:16]2[CH:17]=[C:18](C=[CH:22][C:23]=2[O:24]C)C=O)=[CH:4][C:5]2[C:6]([CH3:15])([CH3:14])[CH2:7][CH2:8][C:9]([CH3:13])([CH3:12])[C:10]=2[CH:11]=1.B(Br)(Br)Br.O.[CH3:31][C:32]([O-:34])=O.[Na+].